Predict the reactants needed to synthesize the given product. From a dataset of Retrosynthesis with 50K atom-mapped reactions and 10 reaction types from USPTO. (1) Given the product O=c1[nH]c2ccccc2c2c(CCO)n(-c3ccccc3)nc12, predict the reactants needed to synthesize it. The reactants are: CCOC(=O)Cc1c2c(nn1-c1ccccc1)c(=O)[nH]c1ccccc12. (2) Given the product COc1ccc(C2(C(=O)Nc3ccc4[nH]c(C(C)(C)C)cc4c3)CC2)cc1, predict the reactants needed to synthesize it. The reactants are: CC(C)(C)c1cc2cc(N)ccc2[nH]1.COc1ccc(C2(C(=O)O)CC2)cc1. (3) Given the product CC(C)c1ccccc1Oc1ccc(C=O)cc1, predict the reactants needed to synthesize it. The reactants are: CC(C)c1ccccc1O.O=Cc1ccc(F)cc1. (4) Given the product COc1ccc(CC(=O)O)cc1-c1cc2c(n1C(C)C)C(c1ccc(Cl)cc1)N(c1cc(Cl)c(=O)n(C)c1)C2=O, predict the reactants needed to synthesize it. The reactants are: CCOC(=O)Cc1ccc(OC)c(-c2cc3c(n2C(C)C)C(c2ccc(Cl)cc2)N(c2cc(Cl)c(=O)n(C)c2)C3=O)c1. (5) Given the product Nc1cc(Br)cnc1Br, predict the reactants needed to synthesize it. The reactants are: O=[N+]([O-])c1cc(Br)cnc1Br. (6) Given the product Cc1cc(C(F)(F)F)nn1CC(=O)N1CCN(c2nc(C(=O)O)cs2)CC1, predict the reactants needed to synthesize it. The reactants are: CCOC(=O)c1csc(N2CCN(C(=O)Cn3nc(C(F)(F)F)cc3C)CC2)n1. (7) Given the product COc1ccc(CN(C(=O)C2CCCc3ccc(OC)cc32)c2ccc(C(C)C)cc2)cc1, predict the reactants needed to synthesize it. The reactants are: COc1ccc(CNc2ccc(C(C)C)cc2)cc1.COc1ccc2c(c1)C(C(=O)O)CCC2.